This data is from Reaction yield outcomes from USPTO patents with 853,638 reactions. The task is: Predict the reaction yield, written as a fraction of the theoretical maximum amount of product (1.0 means a 100% yield; for example, 0.34 means a 34% yield). The reactants are [C:1]([O:5][C:6]([N:8]([C@@H:13]1[C:22]2[C:17](=[C:18]([C:23]3[N:27]=[C:26]([C:28]4[CH:33]=[CH:32][C:31]([O:34][CH:35]([CH3:37])[CH3:36])=[C:30]([C:38]#[N:39])[CH:29]=4)[O:25][N:24]=3)[CH:19]=[CH:20][CH:21]=2)[CH2:16][CH2:15][CH2:14]1)[CH2:9][C:10](O)=[O:11])=[O:7])([CH3:4])([CH3:3])[CH3:2].ON1C2C=[CH:47][CH:48]=[CH:49][C:44]=2[N:43]=N1.C(Cl)CCl.N1CCCC1. The catalyst is CN(C=O)C.C([O-])(O)=O.[Na+]. The product is [C:38]([C:30]1[CH:29]=[C:28]([C:26]2[O:25][N:24]=[C:23]([C:18]3[CH:19]=[CH:20][CH:21]=[C:22]4[C:17]=3[CH2:16][CH2:15][CH2:14][C@@H:13]4[N:8]([CH2:9][C:10](=[O:11])[N:43]3[CH2:44][CH2:49][CH2:48][CH2:47]3)[C:6](=[O:7])[O:5][C:1]([CH3:2])([CH3:4])[CH3:3])[N:27]=2)[CH:33]=[CH:32][C:31]=1[O:34][CH:35]([CH3:37])[CH3:36])#[N:39]. The yield is 0.820.